From a dataset of Full USPTO retrosynthesis dataset with 1.9M reactions from patents (1976-2016). Predict the reactants needed to synthesize the given product. Given the product [Br:1][C:2]1[CH:7]=[CH:6][C:5]([CH:8]=[O:9])=[CH:4][C:3]=1[Cl:10], predict the reactants needed to synthesize it. The reactants are: [Br:1][C:2]1[CH:7]=[CH:6][C:5]([CH2:8][OH:9])=[CH:4][C:3]=1[Cl:10].